From a dataset of Full USPTO retrosynthesis dataset with 1.9M reactions from patents (1976-2016). Predict the reactants needed to synthesize the given product. Given the product [C:34]([C:11]1[CH:12]=[C:13]2[C:8](=[CH:9][CH:10]=1)[N:7]([CH2:5][CH3:6])[C:20]1[CH:19]=[C:18]3[C:21]([CH2:28][CH3:29])([CH2:30][CH3:31])[C:22]4[C:27]([C:17]3=[CH:16][C:15]=1[C:14]2([CH3:33])[CH3:32])=[CH:26][CH:25]=[CH:24][CH:23]=4)(=[O:36])[CH3:35], predict the reactants needed to synthesize it. The reactants are: [Cl-].[Al+3].[Cl-].[Cl-].[CH2:5]([N:7]1[C:20]2[CH:19]=[C:18]3[C:21]([CH2:30][CH3:31])([CH2:28][CH3:29])[C:22]4[C:27]([C:17]3=[CH:16][C:15]=2[C:14]([CH3:33])([CH3:32])[C:13]2[C:8]1=[CH:9][CH:10]=[CH:11][CH:12]=2)=[CH:26][CH:25]=[CH:24][CH:23]=4)[CH3:6].[C:34](Cl)(=[O:36])[CH3:35].